Predict the reaction yield, written as a fraction of the theoretical maximum amount of product (1.0 means a 100% yield; for example, 0.34 means a 34% yield). From a dataset of Reaction yield outcomes from USPTO patents with 853,638 reactions. (1) The yield is 0.900. The catalyst is CO.[Pd]. The product is [NH2:22][C:21]1[CH:20]=[CH:19][C:4]([O:5][CH:6]2[CH2:7][CH2:8][N:9]([C:12]([O:14][C:15]([CH3:18])([CH3:16])[CH3:17])=[O:13])[CH2:10][CH2:11]2)=[CH:3][C:2]=1[F:1]. The reactants are [F:1][C:2]1[CH:3]=[C:4]([CH:19]=[CH:20][C:21]=1[N+:22]([O-])=O)[O:5][CH:6]1[CH2:11][CH2:10][N:9]([C:12]([O:14][C:15]([CH3:18])([CH3:17])[CH3:16])=[O:13])[CH2:8][CH2:7]1. (2) The reactants are [CH2:1]([O:3][C:4]([C:6]1[C:7]([CH3:18])=[C:8]2[C:13]([Cl:14])=[C:12]([C:15]#[N:16])[CH:11]=[N:10][N:9]2[CH:17]=1)=[O:5])[CH3:2].C1C(=O)N([Br:26])C(=O)C1. The catalyst is C(Cl)(Cl)(Cl)Cl.C(OOC(=O)C1C=CC=CC=1)(=O)C1C=CC=CC=1. The product is [CH2:1]([O:3][C:4]([C:6]1[C:7]([CH2:18][Br:26])=[C:8]2[C:13]([Cl:14])=[C:12]([C:15]#[N:16])[CH:11]=[N:10][N:9]2[CH:17]=1)=[O:5])[CH3:2]. The yield is 0.990.